From a dataset of Peptide-MHC class II binding affinity with 134,281 pairs from IEDB. Regression. Given a peptide amino acid sequence and an MHC pseudo amino acid sequence, predict their binding affinity value. This is MHC class II binding data. (1) The peptide sequence is QDHQEEICEVVLAKS. The MHC is HLA-DQA10301-DQB10302 with pseudo-sequence HLA-DQA10301-DQB10302. The binding affinity (normalized) is 0.300. (2) The binding affinity (normalized) is 0.174. The MHC is DRB1_0901 with pseudo-sequence DRB1_0901. The peptide sequence is DLGKKRFLLIRNSTW. (3) The peptide sequence is IRIQRGPGRAFVTIGK. The MHC is DRB1_0101 with pseudo-sequence DRB1_0101. The binding affinity (normalized) is 0.260. (4) The binding affinity (normalized) is 0.752. The peptide sequence is GELTIVDKIDAAFKI. The MHC is DRB3_0101 with pseudo-sequence DRB3_0101. (5) The peptide sequence is TPFSLAEGIVLASAA. The MHC is HLA-DQA10303-DQB10402 with pseudo-sequence HLA-DQA10303-DQB10402. The binding affinity (normalized) is 0.190.